This data is from Choline transporter screen with 302,306 compounds. The task is: Binary Classification. Given a drug SMILES string, predict its activity (active/inactive) in a high-throughput screening assay against a specified biological target. (1) The compound is Fc1cc(c2nn(cc2CNCCCn2ccnc2)c2ccc(OC)cc2)ccc1. The result is 0 (inactive). (2) The compound is S(c1n(c(=O)c2c(n1)cccc2)c1ccccc1)CC(=O)N. The result is 0 (inactive). (3) The result is 0 (inactive). The molecule is S(=O)(=O)(N1CCN(CC1)Cc1cc2OCOc2cc1O)c1c([N+]([O-])=O)cccc1. (4) The drug is O(CC(O)CNC(C)C)c1ccc(CCOC)cc1. The result is 0 (inactive). (5) The compound is Br\C(=C/c1ccccc1)/C=N\NC(=O)C(O)c1ccccc1. The result is 0 (inactive). (6) The drug is OC(CN1C(CCCC1C)C)COCc1ccccc1. The result is 0 (inactive).